This data is from Reaction yield outcomes from USPTO patents with 853,638 reactions. The task is: Predict the reaction yield, written as a fraction of the theoretical maximum amount of product (1.0 means a 100% yield; for example, 0.34 means a 34% yield). (1) The reactants are [C:1]([NH:5][C:6]([NH:8][C:9]1[C:10]([CH3:28])=[CH:11][C:12]2[O:16][CH2:15][C@H:14]([C:17]3[CH:22]=[CH:21][C:20]([CH:23]([CH3:25])[CH3:24])=[CH:19][CH:18]=3)[C:13]=2[C:26]=1[CH3:27])=[O:7])([CH3:4])([CH3:3])[CH3:2].[C:29](OCC)(=[O:31])C.CCCCCC. The catalyst is C(Cl)(Cl)Cl. The product is [C:1]([NH:5][C:6]([NH:8][C:9]1[C:10]([CH3:28])=[C:11]([CH:29]=[O:31])[C:12]2[O:16][CH2:15][C@H:14]([C:17]3[CH:18]=[CH:19][C:20]([CH:23]([CH3:24])[CH3:25])=[CH:21][CH:22]=3)[C:13]=2[C:26]=1[CH3:27])=[O:7])([CH3:2])([CH3:3])[CH3:4]. The yield is 0.780. (2) The reactants are C(OC([N:8]1[CH:12]=[C:11]([CH2:13][CH2:14][CH2:15][C:16](=[O:22])[NH:17][CH2:18][CH:19]([CH3:21])[CH3:20])[N:10]=[C:9]1[NH2:23])=O)(C)(C)C.C(O)(C(F)(F)F)=O.[Cl:31]CCl. No catalyst specified. The product is [ClH:31].[NH2:23][C:9]1[NH:8][CH:12]=[C:11]([CH2:13][CH2:14][CH2:15][C:16]([NH:17][CH2:18][CH:19]([CH3:21])[CH3:20])=[O:22])[N:10]=1. The yield is 0.970. (3) The reactants are [O:1]=[C:2]1[C:11]2[C:6](=[CH:7][CH:8]=[CH:9][CH:10]=2)[N:5]=[C:4]([CH2:12][CH2:13][CH2:14][C:15]([OH:17])=O)[NH:3]1.FC(F)(F)C(O)=O.[NH:25]1[CH2:30][CH2:29][CH:28]([C:31]2[O:32][C:33]([C:36]3[CH:41]=[N:40][CH:39]=[CH:38][N:37]=3)=[N:34][N:35]=2)[CH2:27][CH2:26]1. No catalyst specified. The product is [O:17]=[C:15]([N:25]1[CH2:26][CH2:27][CH:28]([C:31]2[O:32][C:33]([C:36]3[CH:41]=[N:40][CH:39]=[CH:38][N:37]=3)=[N:34][N:35]=2)[CH2:29][CH2:30]1)[CH2:14][CH2:13][CH2:12][C:4]1[NH:3][C:2](=[O:1])[C:11]2[C:6](=[CH:7][CH:8]=[CH:9][CH:10]=2)[N:5]=1. The yield is 0.400. (4) The reactants are Cl[C:2]1[C:7]([F:8])=[C:6]([N:9]2[CH2:14][CH2:13][N:12]([CH3:15])[C@@H:11]([CH3:16])[CH2:10]2)[N:5]=[C:4]([CH3:17])[N:3]=1.O.[NH2:19][NH2:20]. The catalyst is CS(C)=O. The product is [CH3:16][C@@H:11]1[N:12]([CH3:15])[CH2:13][CH2:14][N:9]([C:6]2[C:7]([F:8])=[C:2]([NH:19][NH2:20])[N:3]=[C:4]([CH3:17])[N:5]=2)[CH2:10]1. The yield is 0.640. (5) The reactants are Br[C:2]1[CH:15]=[CH:14][C:5]([O:6][C:7]2[CH:12]=[CH:11][CH:10]=[C:9]([F:13])[N:8]=2)=[C:4]([O:16][CH3:17])[CH:3]=1.[Br-].[CH2:19]([Zn+])[CH:20]([CH3:22])[CH3:21]. The catalyst is C1C=CC([P]([Pd]([P](C2C=CC=CC=2)(C2C=CC=CC=2)C2C=CC=CC=2)([P](C2C=CC=CC=2)(C2C=CC=CC=2)C2C=CC=CC=2)[P](C2C=CC=CC=2)(C2C=CC=CC=2)C2C=CC=CC=2)(C2C=CC=CC=2)C2C=CC=CC=2)=CC=1. The product is [F:13][C:9]1[CH:10]=[CH:11][CH:12]=[C:7]([O:6][C:5]2[CH:14]=[CH:15][C:2]([CH2:19][CH:20]([CH3:22])[CH3:21])=[CH:3][C:4]=2[O:16][CH3:17])[N:8]=1. The yield is 0.200. (6) The reactants are [C:1]([C:5]1[CH:6]=[C:7]2[C:12](=[C:13]([F:15])[CH:14]=1)[C:11](=[O:16])[N:10]([C:17]1[C:18]([CH2:43][OH:44])=[C:19]([N:23]3[C:27]4=[N:28][C:29]([C:32]5[CH:33]=[N:34][C:35]([O:38][CH2:39][CH3:40])=[CH:36][CH:37]=5)=[CH:30][CH:31]=[C:26]4[C:25]([C:41]#[N:42])=[CH:24]3)[CH:20]=[CH:21][CH:22]=1)[N:9]=[CH:8]2)([CH3:4])([CH3:3])[CH3:2].C([OH:47])C. The catalyst is O. The product is [C:1]([C:5]1[CH:6]=[C:7]2[C:12](=[C:13]([F:15])[CH:14]=1)[C:11](=[O:16])[N:10]([C:17]1[C:18]([CH2:43][OH:44])=[C:19]([N:23]3[C:27]4=[N:28][C:29]([C:32]5[CH:33]=[N:34][C:35]([O:38][CH2:39][CH3:40])=[CH:36][CH:37]=5)=[CH:30][CH:31]=[C:26]4[C:25]([C:41]([NH2:42])=[O:47])=[CH:24]3)[CH:20]=[CH:21][CH:22]=1)[N:9]=[CH:8]2)([CH3:2])([CH3:3])[CH3:4]. The yield is 0.840. (7) The reactants are [Cl:1][C:2]1[CH:3]=[C:4]2[C:8](=[CH:9][C:10]=1[Cl:11])[C:7](=O)[N:6]([C:13]1[C:14]([CH3:33])=[C:15]([CH3:32])[C:16]3[O:20][C:19]([CH3:22])([CH3:21])[CH:18]([C:23]4[CH:28]=[CH:27][C:26]([F:29])=[CH:25][CH:24]=4)[C:17]=3[C:30]=1[CH3:31])[C:5]2=O. The catalyst is C(OCC)(=O)C. The product is [Cl:11][C:10]1[CH:9]=[C:8]2[C:4](=[CH:3][C:2]=1[Cl:1])[CH2:5][N:6]([C:13]1[C:14]([CH3:33])=[C:15]([CH3:32])[C:16]3[O:20][C:19]([CH3:22])([CH3:21])[CH:18]([C:23]4[CH:28]=[CH:27][C:26]([F:29])=[CH:25][CH:24]=4)[C:17]=3[C:30]=1[CH3:31])[CH2:7]2. The yield is 0.250. (8) The reactants are [Br:1][C:2]1[CH:7]=[CH:6][C:5]([CH2:8][C:9]#[N:10])=[CH:4][CH:3]=1.[Cl:11][C:12]1[C:13]([F:20])=[C:14]([CH:17]=[CH:18][CH:19]=1)[CH:15]=O.C[O-].[Na+]. The catalyst is CO. The product is [Br:1][C:2]1[CH:7]=[CH:6][C:5](/[C:8](=[CH:15]/[C:14]2[CH:17]=[CH:18][CH:19]=[C:12]([Cl:11])[C:13]=2[F:20])/[C:9]#[N:10])=[CH:4][CH:3]=1. The yield is 1.00.